Task: Binary Classification. Given a T-cell receptor sequence (or CDR3 region) and an epitope sequence, predict whether binding occurs between them.. Dataset: TCR-epitope binding with 47,182 pairs between 192 epitopes and 23,139 TCRs (1) The epitope is ELAGIGILTV. The TCR CDR3 sequence is CASSMVAGGYNEQFF. Result: 0 (the TCR does not bind to the epitope). (2) The epitope is KAYNVTQAF. The TCR CDR3 sequence is CASSAGTSGWGETQYF. Result: 1 (the TCR binds to the epitope).